Task: Regression. Given a peptide amino acid sequence and an MHC pseudo amino acid sequence, predict their binding affinity value. This is MHC class II binding data.. Dataset: Peptide-MHC class II binding affinity with 134,281 pairs from IEDB (1) The peptide sequence is FDHEFTFGWDELLSK. The MHC is DRB1_0701 with pseudo-sequence DRB1_0701. The binding affinity (normalized) is 0.484. (2) The peptide sequence is VNKMLAVLDTNILWV. The MHC is DRB3_0101 with pseudo-sequence DRB3_0101. The binding affinity (normalized) is 0.461. (3) The peptide sequence is PICPGYRWMCLRRFIIFL. The MHC is HLA-DQA10501-DQB10301 with pseudo-sequence HLA-DQA10501-DQB10301. The binding affinity (normalized) is 0.435. (4) The peptide sequence is EWVAMTKGEGGVWTFDSEEP. The MHC is HLA-DPA10201-DPB11401 with pseudo-sequence HLA-DPA10201-DPB11401. The binding affinity (normalized) is 0. (5) The peptide sequence is AQLGYTIRQLERLLQ. The MHC is DRB1_1302 with pseudo-sequence DRB1_1302. The binding affinity (normalized) is 0.520. (6) The peptide sequence is GGITLFLGFTVQADM. The MHC is DRB1_1501 with pseudo-sequence DRB1_1501. The binding affinity (normalized) is 0.649.